This data is from Forward reaction prediction with 1.9M reactions from USPTO patents (1976-2016). The task is: Predict the product of the given reaction. (1) The product is: [CH2:10]([O:9][C:7](=[O:8])[CH2:6][CH2:5][C:12](=[O:17])[C:13]([F:16])([F:15])[F:14])[CH3:11]. Given the reactants C(OC(=O)[CH:5]([C:12](=[O:17])[C:13]([F:16])([F:15])[F:14])[CH2:6][C:7]([O:9][CH2:10][CH3:11])=[O:8])C.B(O)O, predict the reaction product. (2) Given the reactants [CH2:1]([C:3]([C:21]1[CH:26]=[CH:25][C:24]([O:27][C:28](=[O:33])[C:29]([CH3:32])([CH3:31])[CH3:30])=[C:23]([CH3:34])[CH:22]=1)([C:6]1[CH:11]=[CH:10][C:9](OS(C(F)(F)F)(=O)=O)=[C:8]([CH3:20])[CH:7]=1)[CH2:4][CH3:5])[CH3:2].[CH2:35]([O:37][C:38](=[O:42])/[CH:39]=[CH:40]/[CH3:41])[CH3:36].C([O-])(O)=O.[Na+].C1C=CC(P(C2C=CC=CC=2)CCCP(C2C=CC=CC=2)C2C=CC=CC=2)=CC=1.[Li+].[Br-].[NH4+].[Cl-], predict the reaction product. The product is: [CH2:35]([O:37][C:38](=[O:42])/[CH:39]=[C:40](/[C:9]1[CH:10]=[CH:11][C:6]([C:3]([C:21]2[CH:26]=[CH:25][C:24]([O:27][C:28](=[O:33])[C:29]([CH3:31])([CH3:30])[CH3:32])=[C:23]([CH3:34])[CH:22]=2)([CH2:4][CH3:5])[CH2:1][CH3:2])=[CH:7][C:8]=1[CH3:20])\[CH3:41])[CH3:36].